From a dataset of Cav3 T-type calcium channel HTS with 100,875 compounds. Binary Classification. Given a drug SMILES string, predict its activity (active/inactive) in a high-throughput screening assay against a specified biological target. (1) The drug is O=c1n(c2ccc(OC)cc2)c(=O)[nH]c2c1cccc2. The result is 0 (inactive). (2) The compound is O\N=C\c1c(nn(c1)C)C. The result is 0 (inactive). (3) The drug is Clc1c(ncc(c1)C(F)(F)F)Cc1sc(S(=O)(=O)N(CC)CC)cc1. The result is 1 (active). (4) The result is 0 (inactive). The drug is S(CC(=O)N1CCCc2c1cccc2)c1n(nc(n1)N)c1ccccc1. (5) The molecule is O=C(CN1CCN(CC1)c1n(c2c(n1)n(c(=O)[nH]c2=O)C)CCC)c1c2c(n(c1C)C)ccc(OC)c2. The result is 0 (inactive). (6) The molecule is O1CCN(C(C(C)C)c2n(nnn2)CCOC)CC1. The result is 0 (inactive). (7) The molecule is o1c(C(=O)N2CCc3c2cccc3)cc2c1c1c(nc2C)cccc1. The result is 0 (inactive). (8) The compound is O1C(Cc2c(C1)c(nc(NCc1ccccc1)c2C(=O)N)C)(C)C. The result is 0 (inactive). (9) The compound is Clc1c(c2nc(SCC(=O)N)sn2)cccc1. The result is 0 (inactive). (10) The molecule is S(c1n(\c([nH]n1)=C1\c2c(N=C1)cccc2)C)Cc1ccccc1. The result is 0 (inactive).